From a dataset of Full USPTO retrosynthesis dataset with 1.9M reactions from patents (1976-2016). Predict the reactants needed to synthesize the given product. Given the product [CH2:32]([O:31][CH:5]([CH2:6][C:7]1[CH:12]=[CH:11][C:10]([O:13][CH2:14][C:15]2[S:19][C:18]([C:20]3[CH:21]=[CH:22][C:23]([C:26]([F:27])([F:28])[F:29])=[CH:24][CH:25]=3)=[N:17][CH:16]=2)=[CH:9][C:8]=1[CH3:30])[C:4]([OH:34])=[O:3])[CH3:33], predict the reactants needed to synthesize it. The reactants are: C([O:3][C:4](=[O:34])[CH:5]([O:31][CH2:32][CH3:33])[CH2:6][C:7]1[CH:12]=[CH:11][C:10]([O:13][CH2:14][C:15]2[S:19][C:18]([C:20]3[CH:25]=[CH:24][C:23]([C:26]([F:29])([F:28])[F:27])=[CH:22][CH:21]=3)=[N:17][CH:16]=2)=[CH:9][C:8]=1[CH3:30])C.[Li+].[OH-].